Dataset: Catalyst prediction with 721,799 reactions and 888 catalyst types from USPTO. Task: Predict which catalyst facilitates the given reaction. (1) Reactant: Br[C:2]1[CH:10]=[CH:9][C:8]([O:11][CH3:12])=[C:7]2[C:3]=1[CH:4]=[CH:5][NH:6]2.COC1C=C(C=CC=1[B:31]1[O:35][C:34]([CH3:37])([CH3:36])[C:33]([CH3:39])([CH3:38])[O:32]1)OC1C2C=COC=2C=CN=1.O. Product: [CH3:12][O:11][C:8]1[CH:9]=[CH:10][C:2]([B:31]2[O:35][C:34]([CH3:37])([CH3:36])[C:33]([CH3:39])([CH3:38])[O:32]2)=[C:3]2[C:7]=1[NH:6][CH:5]=[CH:4]2. The catalyst class is: 12. (2) Reactant: [Br:1][C:2]1[CH:7]=[CH:6][N:5]=[C:4]2[NH:8][CH:9]=[CH:10][C:3]=12.[H-].[Na+].[C:13]1([S:19](Cl)(=[O:21])=[O:20])[CH:18]=[CH:17][CH:16]=[CH:15][CH:14]=1. Product: [C:13]1([S:19]([N:8]2[C:4]3=[N:5][CH:6]=[CH:7][C:2]([Br:1])=[C:3]3[CH:10]=[CH:9]2)(=[O:21])=[O:20])[CH:18]=[CH:17][CH:16]=[CH:15][CH:14]=1. The catalyst class is: 773. (3) Reactant: Cl[CH2:2][C:3]1[CH:22]=[CH:21][C:6]([O:7][CH2:8][C:9]2[N:10]=[C:11]([C:15]3[CH:20]=[CH:19][CH:18]=[CH:17][CH:16]=3)[O:12][C:13]=2[CH3:14])=[CH:5][CH:4]=1.[SH:23][C:24]1[CH:29]=[CH:28][C:27]([CH2:30][CH2:31][C:32]([OH:34])=[O:33])=[CH:26][CH:25]=1.C(N(CC)CC)C.Cl. Product: [CH3:14][C:13]1[O:12][C:11]([C:15]2[CH:20]=[CH:19][CH:18]=[CH:17][CH:16]=2)=[N:10][C:9]=1[CH2:8][O:7][C:6]1[CH:21]=[CH:22][C:3]([CH2:2][S:23][C:24]2[CH:25]=[CH:26][C:27]([CH2:30][CH2:31][C:32]([OH:34])=[O:33])=[CH:28][CH:29]=2)=[CH:4][CH:5]=1. The catalyst class is: 145. (4) Reactant: Cl[C:2]1[C:11]2[C:6](=[CH:7][C:8]([C:12]([N:14]([CH2:16][C:17]3[CH:22]=[CH:21][CH:20]=[CH:19][CH:18]=3)[CH3:15])=[O:13])=[CH:9][CH:10]=2)[N:5]=[CH:4][N:3]=1.NC[C:25]1[CH:26]=[C:27]([CH:31]=[CH:32][CH:33]=1)[C:28]([NH2:30])=[NH:29].[CH:34]([N:37](C(C)C)CC)(C)C. Product: [CH2:16]([N:14]([CH3:15])[C:12]([C:8]1[CH:7]=[C:6]2[C:11]([C:2]([NH:37][CH2:34][C:26]3[CH:25]=[CH:33][CH:32]=[CH:31][C:27]=3[C:28]([NH2:30])=[NH:29])=[N:3][CH:4]=[N:5]2)=[CH:10][CH:9]=1)=[O:13])[C:17]1[CH:22]=[CH:21][CH:20]=[CH:19][CH:18]=1. The catalyst class is: 9. (5) Reactant: [CH3:1][C:2]([CH3:37])([CH2:6][CH2:7][C:8](=[O:36])[N:9]([CH2:15][C:16]1[CH:21]=[CH:20][CH:19]=[C:18]([C:22]2[O:23][C:24](=[O:35])[C:25]3[C:30]4[CH2:31][CH2:32][CH2:33][CH2:34][C:29]=4[S:28][C:26]=3[N:27]=2)[CH:17]=1)[CH:10]([CH2:13][CH3:14])[CH2:11][CH3:12])[C:3]([OH:5])=[O:4].[CH3:38]N(C=O)C.CI.C(=O)([O-])[O-].[K+].[K+]. Product: [CH3:37][C:2]([CH3:1])([CH2:6][CH2:7][C:8](=[O:36])[N:9]([CH2:15][C:16]1[CH:21]=[CH:20][CH:19]=[C:18]([C:22]2[O:23][C:24](=[O:35])[C:25]3[C:30]4[CH2:31][CH2:32][CH2:33][CH2:34][C:29]=4[S:28][C:26]=3[N:27]=2)[CH:17]=1)[CH:10]([CH2:11][CH3:12])[CH2:13][CH3:14])[C:3]([O:5][CH3:38])=[O:4]. The catalyst class is: 6.